From a dataset of Forward reaction prediction with 1.9M reactions from USPTO patents (1976-2016). Predict the product of the given reaction. (1) Given the reactants C([O-])([O-])=O.[K+].[K+].CS(O[CH:12]1[CH2:17][CH2:16][O:15][CH:14]([C:18]2[CH:23]=[CH:22][C:21]([Cl:24])=[C:20]([O:25][CH3:26])[CH:19]=2)[CH2:13]1)(=O)=O.[F:27][C:28]([F:37])([F:36])[C:29]1[CH:30]=[C:31]([SH:35])[CH:32]=[CH:33][CH:34]=1, predict the reaction product. The product is: [Cl:24][C:21]1[CH:22]=[CH:23][C:18]([CH:14]2[CH2:13][CH:12]([S:35][C:31]3[CH:32]=[CH:33][CH:34]=[C:29]([C:28]([F:27])([F:36])[F:37])[CH:30]=3)[CH2:17][CH2:16][O:15]2)=[CH:19][C:20]=1[O:25][CH3:26]. (2) Given the reactants [NH:1]1[C:5]2[CH:6]=[CH:7][CH:8]=[CH:9][C:4]=2[N:3]=[C:2]1[CH2:10][N:11]1[C@@H:23]2[C@H:14]([CH2:15][CH2:16][C:17]3[CH:18]=[CH:19][CH:20]=[N:21][C:22]=32)[CH2:13][CH2:12]1.C(=O)([O-])[O-].[K+].[K+].Cl[CH2:31][CH2:32][CH2:33][N:34]([CH3:36])[CH3:35].[I-].[K+], predict the reaction product. The product is: [N:11]1([CH2:10][C:2]2[N:3]([CH2:31][CH2:32][CH2:33][N:34]([CH3:36])[CH3:35])[C:4]3[CH:9]=[CH:8][CH:7]=[CH:6][C:5]=3[N:1]=2)[C@@H:23]2[C@H:14]([CH2:15][CH2:16][C:17]3[CH:18]=[CH:19][CH:20]=[N:21][C:22]=32)[CH2:13][CH2:12]1. (3) Given the reactants [CH3:1][O:2][C:3]1[C:4]([S:12][C:13]2[NH:14][C:15]3[CH:20]=[CH:19][N:18]=[C:17]([NH2:21])[C:16]=3[N:22]=2)=[CH:5][C:6]2[O:10][CH2:9][O:8][C:7]=2[CH:11]=1.Br[CH2:24][CH2:25][NH:26][C:27](=[O:33])[O:28][C:29]([CH3:32])([CH3:31])[CH3:30].C([O-])([O-])=O.[Cs+].[Cs+].NC1C2N=C(SC3C(SC)=CC4OCOC=4C=3)N(CCNC(=O)OC(C)(C)C)C=2C=CN=1, predict the reaction product. The product is: [NH2:21][C:17]1[C:16]2[N:22]=[C:13]([S:12][C:4]3[C:3]([O:2][CH3:1])=[CH:11][C:7]4[O:8][CH2:9][O:10][C:6]=4[CH:5]=3)[N:14]([CH2:24][CH2:25][NH:26][C:27](=[O:33])[O:28][C:29]([CH3:32])([CH3:31])[CH3:30])[C:15]=2[CH:20]=[CH:19][N:18]=1. (4) Given the reactants [F:1][C:2]1[CH:3]=[C:4]([C:8]2[C@:9]3([CH2:25][CH2:24][C@H:23]4[C@@H:14]([CH2:15][CH2:16][C:17]5[CH:18]=[C:19]([C:26](O)=[O:27])[CH:20]=[CH:21][C:22]=54)[C@@H:11]3[CH2:12][CH:13]=2)[CH3:10])[CH:5]=[N:6][CH:7]=1.[NH2:29][CH2:30][C:31]([NH:34][S:35]([CH3:38])(=[O:37])=[O:36])([CH3:33])[CH3:32], predict the reaction product. The product is: [F:1][C:2]1[CH:3]=[C:4]([C:8]2[C@:9]3([CH2:25][CH2:24][C@H:23]4[C@@H:14]([CH2:15][CH2:16][C:17]5[CH:18]=[C:19]([C:26]([NH:29][CH2:30][C:31]([CH3:33])([NH:34][S:35]([CH3:38])(=[O:37])=[O:36])[CH3:32])=[O:27])[CH:20]=[CH:21][C:22]=54)[C@@H:11]3[CH2:12][CH:13]=2)[CH3:10])[CH:5]=[N:6][CH:7]=1. (5) Given the reactants Br[C:2]1[CH:3]=[C:4]([CH:7]=[CH:8][CH:9]=1)[CH:5]=[O:6].[CH3:10][S:11]([C:13]1[CH:18]=[CH:17][C:16](B(O)O)=[CH:15][CH:14]=1)=[O:12].C([O-])([O-])=O.[Na+].[Na+], predict the reaction product. The product is: [CH3:10][S:11]([C:13]1[CH:18]=[CH:17][C:16]([C:2]2[CH:9]=[CH:8][CH:7]=[C:4]([CH:5]=[O:6])[CH:3]=2)=[CH:15][CH:14]=1)=[O:12]. (6) Given the reactants [Cl:1][C:2]1[C:3]([O:12][C:13]2[CH:14]=[N:15][C:16]([O:20][CH2:21][CH:22]([CH3:24])[CH3:23])=[C:17]([Cl:19])[CH:18]=2)=[CH:4][C:5]([F:11])=[C:6]([CH:10]=1)[C:7](O)=[O:8].C(N1C=CN=C1)(N1C=CN=C1)=O.[CH3:37][N:38]([CH3:43])[S:39]([NH2:42])(=[O:41])=[O:40].N12CCCN=C1CCCCC2, predict the reaction product. The product is: [Cl:1][C:2]1[C:3]([O:12][C:13]2[CH:14]=[N:15][C:16]([O:20][CH2:21][CH:22]([CH3:24])[CH3:23])=[C:17]([Cl:19])[CH:18]=2)=[CH:4][C:5]([F:11])=[C:6]([CH:10]=1)[C:7]([NH:42][S:39](=[O:41])(=[O:40])[N:38]([CH3:43])[CH3:37])=[O:8].